From a dataset of Full USPTO retrosynthesis dataset with 1.9M reactions from patents (1976-2016). Predict the reactants needed to synthesize the given product. (1) Given the product [Cl:1][C:2]1[N:10]=[C:9]2[C:5]([N:6]=[CH:7][NH:8]2)=[C:4]([NH:18][CH:12]2[CH2:17][CH2:16][CH2:15][CH2:14][CH2:13]2)[N:3]=1, predict the reactants needed to synthesize it. The reactants are: [Cl:1][C:2]1[N:10]=[C:9]2[C:5]([NH:6][CH:7]=[N:8]2)=[C:4](Cl)[N:3]=1.[CH:12]1([NH2:18])[CH2:17][CH2:16][CH2:15][CH2:14][CH2:13]1.CCN(CC)CC. (2) Given the product [F:12][C:13]1[C:20]([F:21])=[CH:19][CH:18]=[CH:17][C:14]=1[CH2:15][N:1]1[C:5]2=[N:6][CH:7]=[CH:8][CH:9]=[C:4]2[C:3]([C:10]#[N:11])=[N:2]1, predict the reactants needed to synthesize it. The reactants are: [NH:1]1[C:5]2=[N:6][CH:7]=[CH:8][CH:9]=[C:4]2[C:3]([C:10]#[N:11])=[N:2]1.[F:12][C:13]1[C:20]([F:21])=[CH:19][CH:18]=[CH:17][C:14]=1[CH2:15]Br. (3) Given the product [CH3:1][C:2]1[CH:3]=[CH:4][C:5]2[N:10]([N:12]=[O:13])[CH2:9][CH2:8][O:7][C:6]=2[CH:11]=1, predict the reactants needed to synthesize it. The reactants are: [CH3:1][C:2]1[CH:3]=[CH:4][C:5]2[NH:10][CH2:9][CH2:8][O:7][C:6]=2[CH:11]=1.[N:12]([O-])=[O:13].[Na+]. (4) The reactants are: [NH2:1][C:2]1[N:7]([CH2:8][CH2:9][NH2:10])[C:6](=[O:11])[CH:5]=[C:4]([CH2:12][CH2:13][C:14]2[CH:19]=[CH:18][CH:17]=[C:16]([C:20]3[O:21][CH:22]=[CH:23][CH:24]=3)[CH:15]=2)[N:3]=1.[CH:25](=O)[C:26]1[CH:31]=[CH:30][CH:29]=[CH:28][CH:27]=1.CCN(CC)CC.[BH3-]C#N.[Na+]. Given the product [NH2:1][C:2]1[N:7]([CH2:8][CH2:9][NH:10][CH2:25][C:26]2[CH:31]=[CH:30][CH:29]=[CH:28][CH:27]=2)[C:6](=[O:11])[CH:5]=[C:4]([CH2:12][CH2:13][C:14]2[CH:19]=[CH:18][CH:17]=[C:16]([C:20]3[O:21][CH:22]=[CH:23][CH:24]=3)[CH:15]=2)[N:3]=1, predict the reactants needed to synthesize it. (5) Given the product [CH3:12][N:13]1[CH2:18][CH2:17][CH:16]([C:19]2[C:27]3[C:22](=[CH:23][CH:24]=[C:25]([O:28][S:8]([C:5]4[CH:6]=[CH:7][C:2]([CH3:1])=[CH:3][CH:4]=4)(=[O:10])=[O:9])[CH:26]=3)[NH:21][CH:20]=2)[CH2:15][CH2:14]1, predict the reactants needed to synthesize it. The reactants are: [CH3:1][C:2]1[CH:7]=[CH:6][C:5]([S:8](Cl)(=[O:10])=[O:9])=[CH:4][CH:3]=1.[CH3:12][N:13]1[CH2:18][CH2:17][CH:16]([C:19]2[C:27]3[C:22](=[CH:23][CH:24]=[C:25]([OH:28])[CH:26]=3)[NH:21][CH:20]=2)[CH2:15][CH2:14]1.[OH-].[Na+]. (6) Given the product [C:6]1([N:15]2[CH2:16][CH2:17][N:18]([C:42]([NH:41][C:3]3[CH:4]=[CH:5][C:34]([O:33][C:32]4[CH:23]=[CH:24][CH:25]=[CH:30][CH:31]=4)=[CH:11][CH:12]=3)=[O:43])[CH2:19][CH2:20]2)[C:5]2[C:10](=[CH:11][CH:12]=[CH:3][CH:4]=2)[CH:9]=[CH:45][N:44]=1, predict the reactants needed to synthesize it. The reactants are: CO[C:3]1[CH:4]=[C:5]2[C:10](=[CH:11][C:12]=1OC)[CH:9]=NC=[C:6]2[N:15]1[CH2:20][CH2:19][NH:18][CH2:17][CH2:16]1.CO[C:23]1[CH:24]=[C:25]2[C:30](=[CH:31][C:32]=1[O:33][CH3:34])N=CN=C2N1CCNCC1.[N-:41]=[C:42]=[O:43].[N-:44]=[C:45]=S. (7) Given the product [CH3:1][O:2][C:3]1[CH:4]=[C:5]2[C:9](=[CH:10][CH:11]=1)[N:8]([CH2:21][C:22]1[N:27]=[C:26]([C:28]#[N:29])[CH:25]=[CH:24][CH:23]=1)[C:7]([C:12]1[CH:13]=[CH:14][CH:15]=[CH:16][CH:17]=1)=[CH:6]2, predict the reactants needed to synthesize it. The reactants are: [CH3:1][O:2][C:3]1[CH:4]=[C:5]2[C:9](=[CH:10][CH:11]=1)[NH:8][C:7]([C:12]1[CH:17]=[CH:16][CH:15]=[CH:14][CH:13]=1)=[CH:6]2.[H-].[Na+].Cl[CH2:21][C:22]1[N:27]=[C:26]([C:28]#[N:29])[CH:25]=[CH:24][CH:23]=1.O. (8) Given the product [CH2:2]([N:8]1[CH2:13][CH2:12][CH2:11][CH2:10][CH2:9]1)[CH2:3][CH2:4][CH2:5][C:6]#[CH:7], predict the reactants needed to synthesize it. The reactants are: Cl[CH2:2][CH2:3][CH2:4][CH2:5][C:6]#[CH:7].[NH:8]1[CH2:13][CH2:12][CH2:11][CH2:10][CH2:9]1.C(=O)([O-])O.[Na+]. (9) Given the product [CH2:19]([O:16][C:10]1[CH:11]=[CH:12][C:13]([F:15])=[CH:14][C:9]=1[C:3]1[C:2]([Cl:1])=[CH:7][CH:6]=[CH:5][C:4]=1[Cl:8])[CH:18]=[CH2:17], predict the reactants needed to synthesize it. The reactants are: [Cl:1][C:2]1[CH:7]=[CH:6][CH:5]=[C:4]([Cl:8])[C:3]=1[C:9]1[C:10]([OH:16])=[CH:11][CH:12]=[C:13]([F:15])[CH:14]=1.[CH2:17](Br)[CH:18]=[CH2:19].C(=O)([O-])[O-].[K+].[K+].O. (10) Given the product [CH3:23][S:24]([O:1][CH2:2][C@H:3]([NH:5][C:6](=[O:18])[C:7]1[CH:12]=[CH:11][C:10]([N+:13]([O-:15])=[O:14])=[C:9]([O:16][CH3:17])[CH:8]=1)[CH3:4])(=[O:26])=[O:25], predict the reactants needed to synthesize it. The reactants are: [OH:1][CH2:2][C@H:3]([NH:5][C:6](=[O:18])[C:7]1[CH:12]=[CH:11][C:10]([N+:13]([O-:15])=[O:14])=[C:9]([O:16][CH3:17])[CH:8]=1)[CH3:4].CN(C)C.[CH3:23][S:24](Cl)(=[O:26])=[O:25].